Dataset: CYP2C19 inhibition data for predicting drug metabolism from PubChem BioAssay. Task: Regression/Classification. Given a drug SMILES string, predict its absorption, distribution, metabolism, or excretion properties. Task type varies by dataset: regression for continuous measurements (e.g., permeability, clearance, half-life) or binary classification for categorical outcomes (e.g., BBB penetration, CYP inhibition). Dataset: cyp2c19_veith. (1) The molecule is CCn1nc(C)c(NC(=O)/C=C/c2cnn(C)c2C)c1C. The result is 0 (non-inhibitor). (2) The drug is CC(C)Cn1cnc2c(SCc3ccc(Cl)cc3Cl)nc(N)nc21. The result is 1 (inhibitor). (3) The compound is COc1ncc2nc(-c3cccc(C#N)c3)c(=O)n(CCC#N)c2n1. The result is 0 (non-inhibitor). (4) The compound is CC1=NCCc2c1[nH]c1cc(O)ccc21.Cl.O.O. The result is 0 (non-inhibitor). (5) The molecule is CCc1ccc(N(C(=O)c2csnn2)C(C(=O)NCc2ccccc2)c2ccco2)cc1. The result is 1 (inhibitor). (6) The molecule is COc1ccc(-n2c(C)nn(C)c2=O)cc1. The result is 0 (non-inhibitor). (7) The compound is COc1ccccc1-c1cncnc1Nc1ccccc1. The result is 1 (inhibitor). (8) The molecule is CC1(C)CC(=O)C2=C(C1)Oc1nc3ccccc3cc1C2C(C#N)C#N. The result is 0 (non-inhibitor). (9) The compound is CCOC(=O)c1[nH]c2ccccc2c1NC(=O)c1nonc1C. The result is 0 (non-inhibitor).